Dataset: Forward reaction prediction with 1.9M reactions from USPTO patents (1976-2016). Task: Predict the product of the given reaction. (1) Given the reactants C(C=N[C:6]1[CH:11]=[CH:10][CH:9]=[CH:8][C:7]=1[NH:12][C:13]1[N:18]=[C:17]([NH:19][C:20]2[CH:25]=[CH:24][CH:23]=[C:22]([NH:26][CH2:27][CH2:28][OH:29])[CH:21]=2)[C:16]([F:30])=[CH:15][N:14]=1)(O)=O.[NH2:31][CH2:32][CH:33]([OH:36])[CH2:34][OH:35], predict the reaction product. The product is: [OH:36][CH:33]([CH2:34][OH:35])[CH2:32][NH:31][C:28]([CH:27]=[N:26][C:11]1[CH:6]=[C:7]([NH:12][C:13]2[N:18]=[C:17]([NH:19][C:20]3[CH:25]=[CH:24][CH:23]=[C:22]([NH:26][CH2:27][CH2:28][OH:29])[CH:21]=3)[C:16]([F:30])=[CH:15][N:14]=2)[CH:8]=[CH:9][CH:10]=1)=[O:29]. (2) Given the reactants Cl.ClC1C=C2C(=CC=1)[NH:8]C=C2CCN.[C:15]1([C:24]2[CH:29]=[CH:28][CH:27]=[CH:26][CH:25]=2)[C:16]([C:21](O)=[O:22])=[CH:17][CH:18]=[CH:19][CH:20]=1.CN(C(ON1N=NC2C=CC=NC1=2)=[N+](C)C)C.F[P-](F)(F)(F)(F)F.C(N(CC)C(C)C)(C)C, predict the reaction product. The product is: [C:15]1([C:24]2[CH:29]=[CH:28][CH:27]=[CH:26][CH:25]=2)[C:16]([C:21]([NH2:8])=[O:22])=[CH:17][CH:18]=[CH:19][CH:20]=1. (3) Given the reactants [NH:1]1[C:5]2[CH:6]=[CH:7][CH:8]=[CH:9][C:4]=2[N:3]=[C:2]1[NH2:10].[Cl:11][C:12]1[CH:17]=[CH:16][C:15](=[O:18])[N:14]([CH2:19][C:20]2[CH:21]=[C:22]([CH:26]=[CH:27][CH:28]=2)[C:23](O)=[O:24])[N:13]=1.CN1CCOCC1.ON1C2C=CC=CC=2N=N1.CN(C(ON1N=NC2C=CC=CC1=2)=[N+](C)C)C.F[P-](F)(F)(F)(F)F, predict the reaction product. The product is: [NH:1]1[C:5]2[CH:6]=[CH:7][CH:8]=[CH:9][C:4]=2[N:3]=[C:2]1[NH:10][C:23](=[O:24])[C:22]1[CH:26]=[CH:27][CH:28]=[C:20]([CH2:19][N:14]2[C:15](=[O:18])[CH:16]=[CH:17][C:12]([Cl:11])=[N:13]2)[CH:21]=1. (4) The product is: [Br:1][CH2:2][C:3]([NH:10][C:9]1[CH:11]=[CH:12][CH:13]=[C:7]([F:6])[CH:8]=1)=[O:4]. Given the reactants [Br:1][CH2:2][C:3](Br)=[O:4].[F:6][C:7]1[CH:8]=[C:9]([CH:11]=[CH:12][CH:13]=1)[NH2:10], predict the reaction product.